This data is from Forward reaction prediction with 1.9M reactions from USPTO patents (1976-2016). The task is: Predict the product of the given reaction. Given the reactants [CH:1]([N:4]=[C:5]=[O:6])([CH3:3])[CH3:2].[CH:7]1([O:12][C:13]2[CH:14]=[C:15]([C:21]3[CH:22]=[N:23][C:24]([N:27]4[C:31]5[CH:32]=[CH:33][CH:34]=[CH:35][C:30]=5[NH:29][C:28]4=[O:36])=[N:25][CH:26]=3)[CH:16]=[CH:17][C:18]=2[O:19][CH3:20])[CH2:11][CH2:10][CH2:9][CH2:8]1, predict the reaction product. The product is: [CH:7]1([O:12][C:13]2[CH:14]=[C:15]([C:21]3[CH:22]=[N:23][C:24]([N:27]4[C:31]5[CH:32]=[CH:33][CH:34]=[CH:35][C:30]=5[N:29]([C:5]([NH:4][CH:1]([CH3:3])[CH3:2])=[O:6])[C:28]4=[O:36])=[N:25][CH:26]=3)[CH:16]=[CH:17][C:18]=2[O:19][CH3:20])[CH2:11][CH2:10][CH2:9][CH2:8]1.